Dataset: Full USPTO retrosynthesis dataset with 1.9M reactions from patents (1976-2016). Task: Predict the reactants needed to synthesize the given product. (1) The reactants are: C(Cl)(=O)C(Cl)=O.[Br:7][C:8]1[CH:16]=[CH:15][C:11]([C:12]([OH:14])=O)=[CH:10][CH:9]=1.Cl.[NH:18]1[CH2:21][CH2:20][CH2:19]1.C(N(CC)CC)C. Given the product [Br:7][C:8]1[CH:9]=[CH:10][C:11]([C:12]([N:18]2[CH2:21][CH2:20][CH2:19]2)=[O:14])=[CH:15][CH:16]=1, predict the reactants needed to synthesize it. (2) Given the product [F:3][C:4]1[C:5]2[C:6]3[C:10](=[CH:11][CH:12]=1)[NH:9][C:8](=[O:13])[C:7]=3[C:16]([C:17]1[NH:18][CH:19]=[CH:20][CH:21]=1)=[CH:15][C:14]=2[CH3:1], predict the reactants needed to synthesize it. The reactants are: [CH3:1][Li].[F:3][C:4]1[C:5](/[C:14](/I)=[CH:15]/[C:16](=O)[C:17]2[NH:18][CH:19]=[CH:20][CH:21]=2)=[C:6]2[C:10](=[CH:11][CH:12]=1)[NH:9][C:8](=[O:13])[CH2:7]2.